The task is: Regression. Given two drug SMILES strings and cell line genomic features, predict the synergy score measuring deviation from expected non-interaction effect.. This data is from NCI-60 drug combinations with 297,098 pairs across 59 cell lines. (1) Drug 1: C1=CC(=CC=C1CCCC(=O)O)N(CCCl)CCCl. Drug 2: CC1=C(C=C(C=C1)NC(=O)C2=CC=C(C=C2)CN3CCN(CC3)C)NC4=NC=CC(=N4)C5=CN=CC=C5. Cell line: TK-10. Synergy scores: CSS=8.89, Synergy_ZIP=-2.87, Synergy_Bliss=-1.74, Synergy_Loewe=-6.33, Synergy_HSA=-5.59. (2) Drug 2: C1CCC(CC1)NC(=O)N(CCCl)N=O. Cell line: SK-MEL-5. Drug 1: CC12CCC(CC1=CCC3C2CCC4(C3CC=C4C5=CN=CC=C5)C)O. Synergy scores: CSS=7.77, Synergy_ZIP=-1.36, Synergy_Bliss=5.24, Synergy_Loewe=-0.506, Synergy_HSA=0.602. (3) Drug 2: CC1CCCC2(C(O2)CC(NC(=O)CC(C(C(=O)C(C1O)C)(C)C)O)C(=CC3=CSC(=N3)C)C)C. Synergy scores: CSS=7.78, Synergy_ZIP=0.896, Synergy_Bliss=3.19, Synergy_Loewe=-13.7, Synergy_HSA=0.887. Cell line: NCI/ADR-RES. Drug 1: COC1=NC(=NC2=C1N=CN2C3C(C(C(O3)CO)O)O)N. (4) Drug 1: C1CCC(CC1)NC(=O)N(CCCl)N=O. Drug 2: CC(C)CN1C=NC2=C1C3=CC=CC=C3N=C2N. Cell line: CCRF-CEM. Synergy scores: CSS=35.0, Synergy_ZIP=4.38, Synergy_Bliss=4.46, Synergy_Loewe=3.99, Synergy_HSA=4.51. (5) Drug 1: CCN(CC)CCNC(=O)C1=C(NC(=C1C)C=C2C3=C(C=CC(=C3)F)NC2=O)C. Drug 2: C1CN(P(=O)(OC1)NCCCl)CCCl. Cell line: UACC62. Synergy scores: CSS=3.20, Synergy_ZIP=-1.04, Synergy_Bliss=0.308, Synergy_Loewe=3.10, Synergy_HSA=0.818. (6) Drug 1: CC1=C(C(=CC=C1)Cl)NC(=O)C2=CN=C(S2)NC3=CC(=NC(=N3)C)N4CCN(CC4)CCO. Drug 2: C(CC(=O)O)C(=O)CN.Cl. Cell line: A549. Synergy scores: CSS=31.8, Synergy_ZIP=-1.31, Synergy_Bliss=0.805, Synergy_Loewe=-0.304, Synergy_HSA=4.26. (7) Drug 1: CC1=C2C(C(=O)C3(C(CC4C(C3C(C(C2(C)C)(CC1OC(=O)C(C(C5=CC=CC=C5)NC(=O)OC(C)(C)C)O)O)OC(=O)C6=CC=CC=C6)(CO4)OC(=O)C)OC)C)OC. Drug 2: C1=NC2=C(N1)C(=S)N=C(N2)N. Cell line: SR. Synergy scores: CSS=96.6, Synergy_ZIP=5.18, Synergy_Bliss=5.60, Synergy_Loewe=5.35, Synergy_HSA=7.80.